Dataset: Forward reaction prediction with 1.9M reactions from USPTO patents (1976-2016). Task: Predict the product of the given reaction. (1) Given the reactants [F:1][C:2]1[CH:7]=[CH:6][C:5]([C:8]2[CH:13]=[CH:12][N:11]=[CH:10][C:9]=2[NH:14][CH2:15][CH:16]2[CH2:20][CH2:19][CH2:18][O:17]2)=[C:4]([O:21][CH3:22])[CH:3]=1.[CH3:23][S:24]([C:27]1[CH:28]=[C:29]([CH:33]=[C:34]([C:36]([F:39])([F:38])[F:37])[CH:35]=1)[C:30](O)=[O:31])(=[O:26])=[O:25], predict the reaction product. The product is: [F:1][C:2]1[CH:7]=[CH:6][C:5]([C:8]2[CH:13]=[CH:12][N:11]=[CH:10][C:9]=2[N:14]([CH2:15][CH:16]2[CH2:20][CH2:19][CH2:18][O:17]2)[C:30](=[O:31])[C:29]2[CH:33]=[C:34]([C:36]([F:39])([F:37])[F:38])[CH:35]=[C:27]([S:24]([CH3:23])(=[O:26])=[O:25])[CH:28]=2)=[C:4]([O:21][CH3:22])[CH:3]=1. (2) Given the reactants [CH2:1]([O:8][C:9]1[CH:14]=[CH:13][C:12]([CH2:15][CH:16](Cl)[C:17]([O:19][CH3:20])=[O:18])=[CH:11][CH:10]=1)[C:2]1[CH:7]=[CH:6][CH:5]=[CH:4][CH:3]=1.[C:22]1([C:28]2[NH:32][C:31]([SH:33])=[N:30][CH:29]=2)[CH:27]=[CH:26][CH:25]=[CH:24][CH:23]=1.[OH-].[Na+], predict the reaction product. The product is: [CH2:1]([O:8][C:9]1[CH:14]=[CH:13][C:12]([CH2:15][CH:16]([S:33][C:31]2[NH:32][C:28]([C:22]3[CH:27]=[CH:26][CH:25]=[CH:24][CH:23]=3)=[CH:29][N:30]=2)[C:17]([O:19][CH3:20])=[O:18])=[CH:11][CH:10]=1)[C:2]1[CH:7]=[CH:6][CH:5]=[CH:4][CH:3]=1. (3) Given the reactants [F:1][C:2]1[CH:3]=[C:4]([C@:13]2([NH:23][C:24]([C:26]3[CH:34]=[CH:33][C:29]([C:30]([OH:32])=O)=[CH:28][N:27]=3)=[O:25])[C:18]3=[N:19][CH:20]=[CH:21][CH:22]=[C:17]3[O:16][CH2:15][CH2:14]2)[CH:5]=[CH:6][C:7]=1[O:8][C:9]([F:12])([F:11])[F:10].[C:35]1([S:41]([NH2:44])(=[O:43])=[O:42])[CH:40]=[CH:39][CH:38]=[CH:37][CH:36]=1.CN(C(ON1N=NC2C=CC=NC1=2)=[N+](C)C)C.F[P-](F)(F)(F)(F)F.CCN(C(C)C)C(C)C.CN([CH:81]=[O:82])C, predict the reaction product. The product is: [F:10][C:9]([F:12])([F:11])[C:81]([OH:82])=[O:42].[F:1][C:2]1[CH:3]=[C:4]([C@:13]2([NH:23][C:24]([C:26]3[CH:34]=[CH:33][C:29]([C:30]([NH:44][S:41]([C:35]4[CH:40]=[CH:39][CH:38]=[CH:37][CH:36]=4)(=[O:43])=[O:42])=[O:32])=[CH:28][N:27]=3)=[O:25])[C:18]3=[N:19][CH:20]=[CH:21][CH:22]=[C:17]3[O:16][CH2:15][CH2:14]2)[CH:5]=[CH:6][C:7]=1[O:8][C:9]([F:12])([F:11])[F:10]. (4) Given the reactants O[CH2:2][CH2:3][N:4]([CH3:35])[C:5]([C:7]1[C:12]([O:13][CH2:14][C:15]2[CH:20]=[CH:19][CH:18]=[CH:17][CH:16]=2)=[C:11]([OH:21])[N:10]=[C:9]([CH2:22][C:23]2([C:28]3[CH:33]=[CH:32][C:31]([Cl:34])=[CH:30][CH:29]=3)[CH2:27][CH2:26][CH2:25][CH2:24]2)[N:8]=1)=[O:6].C(OC1C(=O)N=C(CC2C=CC=CC=2C2C=CC=CC=2)N2CCN(C)C(=O)C=12)C1C=CC=CC=1, predict the reaction product. The product is: [CH2:14]([O:13][C:12]1[C:11](=[O:21])[N:10]=[C:9]([CH2:22][C:23]2([C:28]3[CH:33]=[CH:32][C:31]([Cl:34])=[CH:30][CH:29]=3)[CH2:24][CH2:25][CH2:26][CH2:27]2)[N:8]2[CH2:2][CH2:3][N:4]([CH3:35])[C:5](=[O:6])[C:7]=12)[C:15]1[CH:20]=[CH:19][CH:18]=[CH:17][CH:16]=1. (5) Given the reactants [CH2:1]([O:3][CH:4]1[CH2:9][CH2:8][NH:7][CH2:6][CH2:5]1)[CH3:2].C(N(CC)CC)C.F[C:18]1[CH:23]=[CH:22][C:21]([N+:24]([O-:26])=[O:25])=[CH:20][CH:19]=1, predict the reaction product. The product is: [CH2:1]([O:3][CH:4]1[CH2:9][CH2:8][N:7]([C:18]2[CH:23]=[CH:22][C:21]([N+:24]([O-:26])=[O:25])=[CH:20][CH:19]=2)[CH2:6][CH2:5]1)[CH3:2]. (6) Given the reactants [Cl:1][C:2]1[CH:51]=[C:50]([Cl:52])[CH:49]=[CH:48][C:3]=1[O:4][C:5]1[CH:46]=[CH:45][C:44]([Cl:47])=[CH:43][C:6]=1[O:7][CH2:8][C:9]1[CH2:10][S:11][C@@H:12]2[CH:32]([NH:33][C:34](=[O:41])[CH2:35][C:36]3[S:37][CH:38]=[CH:39][CH:40]=3)[C:31](=[O:42])[N:13]2[C:14]=1[C:15]([O:17]C(C1C=CC=CC=1)C1C=CC=CC=1)=[O:16], predict the reaction product. The product is: [Cl:1][C:2]1[CH:51]=[C:50]([Cl:52])[CH:49]=[CH:48][C:3]=1[O:4][C:5]1[CH:46]=[CH:45][C:44]([Cl:47])=[CH:43][C:6]=1[O:7][CH2:8][C:9]1[CH2:10][S:11][C@@H:12]2[CH:32]([NH:33][C:34](=[O:41])[CH2:35][C:36]3[S:37][CH:38]=[CH:39][CH:40]=3)[C:31](=[O:42])[N:13]2[C:14]=1[C:15]([OH:17])=[O:16]. (7) Given the reactants [NH2:1][C:2]1[N:11]=[C:10]([CH3:12])[C:9]2[C:8](=[O:13])[CH2:7][CH:6]([C:14]3[CH:19]=[CH:18][CH:17]=[C:16](Br)[CH:15]=3)[CH2:5][C:4]=2[N:3]=1.[CH:21]([NH2:23])=[O:22], predict the reaction product. The product is: [NH2:1][C:2]1[N:11]=[C:10]([CH3:12])[C:9]2[C:8](=[O:13])[CH2:7][CH:6]([C:14]3[CH:19]=[CH:18][CH:17]=[CH:16][C:15]=3[C:21]([NH2:23])=[O:22])[CH2:5][C:4]=2[N:3]=1. (8) Given the reactants [NH2:1][C:2]1[C:7]([C:8]#[N:9])=[C:6]([NH:10][C@H:11]([C:13]2[N:18]=[C:17]3[CH:19]=[CH:20][N:21]([CH3:22])[C:16]3=[CH:15][C:14]=2[N:23]2[CH2:28][CH2:27][O:26][CH2:25][CH2:24]2)[CH3:12])[N:5]=[C:4](S(C)(=O)=O)[N:3]=1.[NH3:33], predict the reaction product. The product is: [NH2:33][C:4]1[N:3]=[C:2]([NH2:1])[C:7]([C:8]#[N:9])=[C:6]([NH:10][C@H:11]([C:13]2[N:18]=[C:17]3[CH:19]=[CH:20][N:21]([CH3:22])[C:16]3=[CH:15][C:14]=2[N:23]2[CH2:28][CH2:27][O:26][CH2:25][CH2:24]2)[CH3:12])[N:5]=1.